From a dataset of Cav3 T-type calcium channel HTS with 100,875 compounds. Binary Classification. Given a drug SMILES string, predict its activity (active/inactive) in a high-throughput screening assay against a specified biological target. The compound is S(c1n(c2ccc(cc2)C)c(nn1)COc1ccccc1)Cc1oc(nn1)c1ccc(cc1)C. The result is 1 (active).